This data is from Reaction yield outcomes from USPTO patents with 853,638 reactions. The task is: Predict the reaction yield, written as a fraction of the theoretical maximum amount of product (1.0 means a 100% yield; for example, 0.34 means a 34% yield). (1) The reactants are [NH2:1][C:2]1[C:3]([C:9]([NH:11][CH3:12])=[O:10])=[N:4][C:5](Br)=[CH:6][N:7]=1.[CH2:13]([O:20][C:21]([C:23]1[CH:28]=[CH:27][C:26](B(O)O)=[CH:25][CH:24]=1)=[O:22])[C:14]1[CH:19]=[CH:18][CH:17]=[CH:16][CH:15]=1.C(N(CC)CC)C.ClCCl. The catalyst is CN(C=O)C. The product is [NH2:1][C:2]1[N:7]=[CH:6][C:5]([C:26]2[CH:27]=[CH:28][C:23]([C:21]([O:20][CH2:13][C:14]3[CH:19]=[CH:18][CH:17]=[CH:16][CH:15]=3)=[O:22])=[CH:24][CH:25]=2)=[N:4][C:3]=1[C:9]([NH:11][CH3:12])=[O:10]. The yield is 0.597. (2) The reactants are [CH3:1][O:2][C:3](=[O:16])[C:4]1[CH:12]=[CH:11][C:7]([C:8]([OH:10])=[O:9])=[CH:6][C:5]=1[N+:13]([O-:15])=[O:14].[CH3:17][C:18](=[CH2:20])[CH3:19].S(=O)(=O)(O)O. The catalyst is O1CCOCC1. The product is [CH3:1][O:2][C:3](=[O:16])[C:4]1[CH:12]=[CH:11][C:7]([C:8]([O:10][C:18]([CH3:20])([CH3:19])[CH3:17])=[O:9])=[CH:6][C:5]=1[N+:13]([O-:15])=[O:14]. The yield is 0.550. (3) The reactants are [Cl:1][C:2]1[N:3]=[CH:4][C:5]([NH2:8])=[N:6][CH:7]=1.[C:9](N1C=CC=CC1=O)(N1C=CC=CC1=O)=[S:10]. The catalyst is C(Cl)Cl. The product is [Cl:1][C:2]1[CH:7]=[N:6][C:5]([N:8]=[C:9]=[S:10])=[CH:4][N:3]=1. The yield is 0.830. (4) The reactants are [N+:1]([C:4]1[CH:12]=[CH:11][C:7]([C:8](Cl)=[O:9])=[CH:6][CH:5]=1)([O-:3])=[O:2].[NH2:13][C:14]1[CH:19]=[CH:18][N:17]=[CH:16][C:15]=1[OH:20].C([O-])([O-])=O.[Na+].[Na+].CC(O)=O. The catalyst is N1C=CC=CC=1.O. The product is [OH:20][C:15]1[CH:16]=[N:17][CH:18]=[CH:19][C:14]=1[NH:13][C:8](=[O:9])[C:7]1[CH:11]=[CH:12][C:4]([N+:1]([O-:3])=[O:2])=[CH:5][CH:6]=1. The yield is 0.520. (5) The reactants are [C:1]([O:5][C:6]([C:8]1[O:9][C:10]2[CH:17]=[CH:16][CH:15]=[C:14]([OH:18])[C:11]=2[C:12]=1[CH3:13])=[O:7])([CH3:4])([CH3:3])[CH3:2].[I:19]N1C(=O)CCC1=O. The catalyst is C(Cl)(Cl)(Cl)Cl. The product is [C:1]([O:5][C:6]([C:8]1[O:9][C:10]2[CH:17]=[CH:16][C:15]([I:19])=[C:14]([OH:18])[C:11]=2[C:12]=1[CH3:13])=[O:7])([CH3:4])([CH3:2])[CH3:3]. The yield is 0.380. (6) The reactants are [CH3:1][O:2][C:3](=[O:21])[CH2:4][CH2:5][C:6]1[CH:11]=[CH:10][C:9]([O:12]CC2C=CC=CC=2)=[CH:8][C:7]=1[CH3:20].[H][H]. The yield is 0.935. The catalyst is CO.[Pd]. The product is [CH3:1][O:2][C:3](=[O:21])[CH2:4][CH2:5][C:6]1[CH:11]=[CH:10][C:9]([OH:12])=[CH:8][C:7]=1[CH3:20]. (7) The reactants are [CH3:1][O:2][C:3]1[C:11]2[O:10][CH:9]([CH3:12])[CH2:8][C:7]=2[C:6]([CH3:13])=[C:5]([N:14]2[CH2:19][CH2:18][NH:17][CH2:16][CH2:15]2)[C:4]=1[CH3:20].Br[C:22]1[CH:27]=[CH:26][C:25]([O:28][CH3:29])=[C:24]([CH3:30])[CH:23]=1. No catalyst specified. The product is [CH3:29][O:28][C:25]1[CH:26]=[CH:27][C:22]([N:17]2[CH2:18][CH2:19][N:14]([C:5]3[C:4]([CH3:20])=[C:3]([O:2][CH3:1])[C:11]4[O:10][CH:9]([CH3:12])[CH2:8][C:7]=4[C:6]=3[CH3:13])[CH2:15][CH2:16]2)=[CH:23][C:24]=1[CH3:30]. The yield is 0.410.